This data is from Reaction yield outcomes from USPTO patents with 853,638 reactions. The task is: Predict the reaction yield, written as a fraction of the theoretical maximum amount of product (1.0 means a 100% yield; for example, 0.34 means a 34% yield). (1) The reactants are [CH2:1]([Zn]CC)C.FC(F)(F)C(O)=O.[C:13]([Si:17]([CH3:32])([CH3:31])[O:18][CH2:19]/[CH:20]=[CH:21]\[B:22]1[O:26][C:25]([CH3:28])([CH3:27])[C:24]([CH3:30])([CH3:29])[O:23]1)([CH3:16])([CH3:15])[CH3:14]. The catalyst is ClCCl. The product is [C:13]([Si:17]([CH3:32])([CH3:31])[O:18][CH2:19][CH:20]1[CH2:1][CH:21]1[B:22]1[O:23][C:24]([CH3:30])([CH3:29])[C:25]([CH3:28])([CH3:27])[O:26]1)([CH3:14])([CH3:16])[CH3:15]. The yield is 0.960. (2) The reactants are [CH2:1]([O:3][C:4](=[O:22])[CH2:5][C:6]1[N:7]([C:15]([O:17][C:18]([CH3:21])([CH3:20])[CH3:19])=[O:16])[C:8]2[C:13]([CH:14]=1)=[CH:12][CH:11]=[CH:10][CH:9]=2)[CH3:2].[CH3:23][Si](C)(C)N[Si](C)(C)C.[K].CI. The catalyst is C1COCC1. The product is [CH2:1]([O:3][C:4](=[O:22])[CH:5]([C:6]1[N:7]([C:15]([O:17][C:18]([CH3:21])([CH3:20])[CH3:19])=[O:16])[C:8]2[C:13]([CH:14]=1)=[CH:12][CH:11]=[CH:10][CH:9]=2)[CH3:23])[CH3:2]. The yield is 0.880.